This data is from Full USPTO retrosynthesis dataset with 1.9M reactions from patents (1976-2016). The task is: Predict the reactants needed to synthesize the given product. (1) Given the product [Cl:1][C:2]1[CH:3]=[C:4]([CH:7]=[CH:8][C:9]=1[Cl:10])/[C:5](=[N:12]/[OH:13])/[NH2:6], predict the reactants needed to synthesize it. The reactants are: [Cl:1][C:2]1[CH:3]=[C:4]([CH:7]=[CH:8][C:9]=1[Cl:10])[C:5]#[N:6].Cl.[NH2:12][OH:13].[OH-].[Na+]. (2) Given the product [C:11]([O:10][C:8]([N:1]1[CH2:7][CH2:6][CH2:5][NH:4][CH2:3][CH2:2]1)=[O:9])([CH3:14])([CH3:13])[CH3:12], predict the reactants needed to synthesize it. The reactants are: [NH:1]1[CH2:7][CH2:6][CH2:5][NH:4][CH2:3][CH2:2]1.[C:8](O[C:8]([O:10][C:11]([CH3:14])([CH3:13])[CH3:12])=[O:9])([O:10][C:11]([CH3:14])([CH3:13])[CH3:12])=[O:9].C(N(CC)CC)C. (3) Given the product [S:35]([OH:38])(=[O:37])(=[O:36])[CH3:34].[NH2:1][C:2]1[N:3]=[CH:4][C:5]([C:17]2[CH:18]=[CH:19][C:20]([C:23]([N:25]3[CH2:30][CH2:29][N:28]([CH3:31])[CH2:27][CH2:26]3)=[O:24])=[CH:21][CH:22]=2)=[N:6][C:7]=1[C:8]1[O:9][C:10]2[CH:15]=[CH:14][N:13]=[CH:12][C:11]=2[N:16]=1, predict the reactants needed to synthesize it. The reactants are: [NH2:1][C:2]1[N:3]=[CH:4][C:5]([C:17]2[CH:22]=[CH:21][C:20]([C:23]([N:25]3[CH2:30][CH2:29][N:28]([CH3:31])[CH2:27][CH2:26]3)=[O:24])=[CH:19][CH:18]=2)=[N:6][C:7]=1[C:8]1[O:9][C:10]2[CH:15]=[CH:14][N:13]=[CH:12][C:11]=2[N:16]=1.CO.[CH3:34][S:35]([OH:38])(=[O:37])=[O:36]. (4) Given the product [S:8]1[C:3]2[CH:4]=[CH:5][CH:6]=[CH:7][C:2]=2[N:1]=[C:12]1[CH2:11][C:10](=[O:14])[CH3:9], predict the reactants needed to synthesize it. The reactants are: [NH2:1][C:2]1[CH:7]=[CH:6][CH:5]=[CH:4][C:3]=1[SH:8].[CH2:9]=[C:10]1[O:14][C:12](=O)[CH2:11]1. (5) The reactants are: [Br-].[Br-].[Br-].[NH+]1C=CC=CC=1.[NH+]1C=CC=CC=1.[NH+]1C=CC=CC=1.[N:22]1[CH:27]=[CH:26][C:25]([C:28]2[CH:36]=[CH:35][CH:34]=[C:33]3[C:29]=2[CH:30]=[CH:31][NH:32]3)=[CH:24][CH:23]=1.[OH2:37]. Given the product [N:22]1[CH:27]=[CH:26][C:25]([C:28]2[CH:36]=[CH:35][CH:34]=[C:33]3[C:29]=2[CH2:30][C:31](=[O:37])[NH:32]3)=[CH:24][CH:23]=1, predict the reactants needed to synthesize it. (6) Given the product [F:1][C:2]1[CH:3]=[CH:4][C:5]([CH:8]2[C:12]3([CH2:17][CH2:16][CH2:15][NH:14][CH2:13]3)[C:11](=[O:25])[N:10]([CH2:26][C:27]3[O:28][CH:29]=[CH:30][N:31]=3)[CH2:9]2)=[CH:6][CH:7]=1, predict the reactants needed to synthesize it. The reactants are: [F:1][C:2]1[CH:7]=[CH:6][C:5]([CH:8]2[C:12]3([CH2:17][CH2:16][CH2:15][N:14](C(OC(C)(C)C)=O)[CH2:13]3)[C:11](=[O:25])[N:10]([CH2:26][C:27]3[O:28][CH:29]=[CH:30][N:31]=3)[CH2:9]2)=[CH:4][CH:3]=1.C(O)(C(F)(F)F)=O. (7) The reactants are: [NH2:1][C:2]1[CH:7]=[CH:6][C:5]([O:8][C:9](=[O:11])[CH3:10])=[C:4]([O:12][CH3:13])[CH:3]=1.C(O[CH:17]=[C:18]1[C:23](=[O:24])[O:22][C:21]([CH3:26])([CH3:25])[O:20][C:19]1=[O:27])C. Given the product [CH3:25][C:21]1([CH3:26])[O:20][C:19](=[O:27])[C:18](=[CH:17][NH:1][C:2]2[CH:7]=[CH:6][C:5]([O:8][C:9](=[O:11])[CH3:10])=[C:4]([O:12][CH3:13])[CH:3]=2)[C:23](=[O:24])[O:22]1, predict the reactants needed to synthesize it.